Dataset: Reaction yield outcomes from USPTO patents with 853,638 reactions. Task: Predict the reaction yield, written as a fraction of the theoretical maximum amount of product (1.0 means a 100% yield; for example, 0.34 means a 34% yield). (1) The reactants are Br[C:2]1[C:10]2[O:9][CH2:8][C@@H:7]([N:11]([C:26](=[O:31])[C:27]([F:30])([F:29])[F:28])[C:12]3[CH:25]=[CH:24][C:15]4[C@H:16]([CH2:19][C:20]([O:22][CH3:23])=[O:21])[CH2:17][O:18][C:14]=4[CH:13]=3)[C:6]=2[CH:5]=[CH:4][CH:3]=1.[CH3:32][C:33]1[N:38]=[CH:37][C:36]([NH2:39])=[CH:35][CH:34]=1.C1(P(C2C=CC=CC=2)C2C3OC4C(=CC=CC=4P(C4C=CC=CC=4)C4C=CC=CC=4)C(C)(C)C=3C=CC=2)C=CC=CC=1.C(=O)([O-])[O-].[Cs+].[Cs+]. The catalyst is C1(C)C=CC=CC=1.C1C=CC(/C=C/C(/C=C/C2C=CC=CC=2)=O)=CC=1.C1C=CC(/C=C/C(/C=C/C2C=CC=CC=2)=O)=CC=1.C1C=CC(/C=C/C(/C=C/C2C=CC=CC=2)=O)=CC=1.[Pd].[Pd]. The product is [CH3:32][C:33]1[N:38]=[CH:37][C:36]([NH:39][C:2]2[C:10]3[O:9][CH2:8][C@@H:7]([N:11]([C:26](=[O:31])[C:27]([F:30])([F:29])[F:28])[C:12]4[CH:25]=[CH:24][C:15]5[C@H:16]([CH2:19][C:20]([O:22][CH3:23])=[O:21])[CH2:17][O:18][C:14]=5[CH:13]=4)[C:6]=3[CH:5]=[CH:4][CH:3]=2)=[CH:35][CH:34]=1. The yield is 0.420. (2) The reactants are C=O.[CH2:3]([NH:10][C:11]1[CH:12]=[C:13]([CH:23]=[CH:24][CH:25]=1)[CH2:14][NH:15][C:16](=[O:22])[O:17][C:18]([CH3:21])([CH3:20])[CH3:19])[C:4]1[CH:9]=[CH:8][CH:7]=[CH:6][CH:5]=1.[BH3-][C:27]#N.[Na+].CC(O)=O. The catalyst is CC#N. The product is [CH2:3]([N:10]([CH3:27])[C:11]1[CH:12]=[C:13]([CH:23]=[CH:24][CH:25]=1)[CH2:14][NH:15][C:16](=[O:22])[O:17][C:18]([CH3:20])([CH3:21])[CH3:19])[C:4]1[CH:5]=[CH:6][CH:7]=[CH:8][CH:9]=1. The yield is 1.00. (3) The reactants are [C:1]1([S:7]([N:10]2[C:14]3[N:15]=[CH:16][N:17]=[C:18](Cl)[C:13]=3[C:12]([Br:20])=[CH:11]2)(=[O:9])=[O:8])[CH:6]=[CH:5][CH:4]=[CH:3][CH:2]=1.[NH:21]1[CH2:26][CH2:25][CH2:24][CH2:23][CH2:22]1. The catalyst is C(O)(C)(C)C. The product is [C:1]1([S:7]([N:10]2[C:14]3[N:15]=[CH:16][N:17]=[C:18]([N:21]4[CH2:26][CH2:25][CH2:24][CH2:23][CH2:22]4)[C:13]=3[C:12]([Br:20])=[CH:11]2)(=[O:9])=[O:8])[CH:6]=[CH:5][CH:4]=[CH:3][CH:2]=1. The yield is 0.970. (4) The reactants are [CH3:1][C:2]1[CH:23]=[C:22]([N:24]2[CH:28]=[C:27]([C:29]([F:32])([F:31])[F:30])[CH:26]=[N:25]2)[CH:21]=[CH:20][C:3]=1[O:4][CH:5]([C:9]1[CH:19]=[CH:18][C:12]([C:13]([O:15]CC)=[O:14])=[CH:11][CH:10]=1)[CH2:6][CH2:7][CH3:8].O.[OH-].[Li+].CO.C1COCC1. The catalyst is O. The product is [CH3:1][C:2]1[CH:23]=[C:22]([N:24]2[CH:28]=[C:27]([C:29]([F:30])([F:32])[F:31])[CH:26]=[N:25]2)[CH:21]=[CH:20][C:3]=1[O:4][CH:5]([C:9]1[CH:19]=[CH:18][C:12]([C:13]([OH:15])=[O:14])=[CH:11][CH:10]=1)[CH2:6][CH2:7][CH3:8]. The yield is 0.990.